From a dataset of Volume of distribution at steady state (VDss) regression data from Lombardo et al.. Regression/Classification. Given a drug SMILES string, predict its absorption, distribution, metabolism, or excretion properties. Task type varies by dataset: regression for continuous measurements (e.g., permeability, clearance, half-life) or binary classification for categorical outcomes (e.g., BBB penetration, CYP inhibition). For this dataset (vdss_lombardo), we predict log10(VDss) (log10 of volume of distribution in L/kg). (1) The compound is COc1ccc(CCOC2CCCCC2[NH+]2CCC(O)C2)cc1OC. The log10(VDss) is 0.260. (2) The compound is COC(=O)c1ccc2c(c1)NC(=O)/C2=C(\Nc1ccc(N(C)C(=O)CN2CC[NH+](C)CC2)cc1)c1ccccc1. The log10(VDss) is 1.18.